From a dataset of Reaction yield outcomes from USPTO patents with 853,638 reactions. Predict the reaction yield, written as a fraction of the theoretical maximum amount of product (1.0 means a 100% yield; for example, 0.34 means a 34% yield). (1) The reactants are [Br:1][C:2]1[CH:3]=[N:4][CH:5]=[C:6]([Br:10])[C:7]=1[CH:8]=O.[NH:11]([CH2:13][CH2:14][OH:15])[NH2:12]. No catalyst specified. The product is [Br:1][C:2]1[CH:3]=[N:4][CH:5]=[C:6]([Br:10])[C:7]=1/[CH:8]=[N:12]/[NH:11][CH2:13][CH2:14][OH:15]. The yield is 0.930. (2) The reactants are C(O)C.[CH:4]1[C:9]([C:10]([CH2:12]Br)=O)=[CH:8][CH:7]=[C:6]([N+:14]([O-:16])=[O:15])[CH:5]=1.[CH2:17]([N:20]([CH2:24][CH2:25][CH3:26])[C:21]([NH2:23])=[S:22])[CH2:18][CH3:19]. The catalyst is O. The product is [CH2:17]([N:20]([CH2:24][CH2:25][CH3:26])[C:21]1[S:22][CH:12]=[C:10]([C:9]2[CH:8]=[CH:7][C:6]([N+:14]([O-:16])=[O:15])=[CH:5][CH:4]=2)[N:23]=1)[CH2:18][CH3:19]. The yield is 0.770. (3) The reactants are [S:1]1[CH:5]=[CH:4][CH:3]=[C:2]1[Mg]Br.Br[C:9]1[S:10][C:11]([CH2:14][CH2:15][CH2:16][CH2:17][CH2:18][CH2:19][CH2:20][CH3:21])=[CH:12][CH:13]=1.[Cl-].[NH4+]. The catalyst is O1CCCC1.C1C=CC(P(C2C=CC=CC=2)[C-]2C=CC=C2)=CC=1.C1C=CC(P(C2C=CC=CC=2)[C-]2C=CC=C2)=CC=1.Cl[Pd]Cl.[Fe+2]. The product is [CH2:14]([C:11]1[S:10][C:9]([C:2]2[S:1][CH:5]=[CH:4][CH:3]=2)=[CH:13][CH:12]=1)[CH2:15][CH2:16][CH2:17][CH2:18][CH2:19][CH2:20][CH3:21]. The yield is 0.760.